This data is from Reaction yield outcomes from USPTO patents with 853,638 reactions. The task is: Predict the reaction yield, written as a fraction of the theoretical maximum amount of product (1.0 means a 100% yield; for example, 0.34 means a 34% yield). (1) The reactants are [OH:1][C@H:2]1[CH2:23][CH2:22][C@@:21]2([CH3:24])[C@@H:4]([CH2:5][CH2:6][C@:7]3([CH3:32])[C@@H:20]2[CH2:19][CH:18]=[C:17]2[C@@:8]3([CH3:31])[CH2:9][CH2:10][C@:11]3([CH3:30])[C@H:16]2[CH2:15][C@@:14]([CH3:29])([C:25]([O:27][CH3:28])=[O:26])[CH2:13][CH2:12]3)[C:3]1([CH3:34])[CH3:33].[C:35](Cl)(=[O:37])[CH3:36]. The catalyst is N1C=CC=CC=1. The product is [C:35]([O:1][C@H:2]1[CH2:23][CH2:22][C@@:21]2([CH3:24])[C@@H:4]([CH2:5][CH2:6][C@:7]3([CH3:32])[C@@H:20]2[CH2:19][CH:18]=[C:17]2[C@@:8]3([CH3:31])[CH2:9][CH2:10][C@:11]3([CH3:30])[C@H:16]2[CH2:15][C@@:14]([CH3:29])([C:25]([O:27][CH3:28])=[O:26])[CH2:13][CH2:12]3)[C:3]1([CH3:34])[CH3:33])(=[O:37])[CH3:36]. The yield is 1.14. (2) The reactants are [Cl-].O[NH3+:3].[C:4](=[O:7])([O-])[OH:5].[Na+].CS(C)=O.[CH2:13]([C:17]1[N:18]=[C:19]([O:45][CH3:46])[N:20]([C:39]2[CH:44]=[CH:43][CH:42]=[CH:41][CH:40]=2)[C:21](=[O:38])[C:22]=1[CH2:23][C:24]1[CH:29]=[CH:28][C:27]([C:30]2[C:31]([C:36]#[N:37])=[CH:32][CH:33]=[CH:34][CH:35]=2)=[CH:26][CH:25]=1)[CH2:14][CH2:15][CH3:16]. The catalyst is C(OCC)(=O)C. The product is [CH2:13]([C:17]1[N:18]=[C:19]([O:45][CH3:46])[N:20]([C:39]2[CH:40]=[CH:41][CH:42]=[CH:43][CH:44]=2)[C:21](=[O:38])[C:22]=1[CH2:23][C:24]1[CH:29]=[CH:28][C:27]([C:30]2[CH:35]=[CH:34][CH:33]=[CH:32][C:31]=2[C:36]2[NH:3][C:4](=[O:7])[O:5][N:37]=2)=[CH:26][CH:25]=1)[CH2:14][CH2:15][CH3:16]. The yield is 0.220. (3) The yield is 0.540. The reactants are [NH2:1][N:2]1[CH:6]=[C:5]([Cl:7])[CH:4]=[C:3]1C#N.[C:10]([O-])(=O)C.[CH:14]([NH2:16])=[NH2+:15]. The catalyst is CCO. The product is [Cl:7][C:5]1[CH:4]=[C:3]2[N:2]([CH:6]=1)[N:1]=[CH:10][N:15]=[C:14]2[NH2:16]. (4) The reactants are [N:1]([C:4]1[C:5]2[N:6]([C:20]([N:23]3[CH2:28][CH2:27][O:26][CH2:25][CH2:24]3)=[CH:21][N:22]=2)[CH:7]=[C:8]([C:12]2[CH:17]=[CH:16][C:15]([Cl:18])=[CH:14][C:13]=2[Cl:19])[C:9]=1[C:10]#[N:11])=[N+]=[N-].C1(P(C2C=CC=CC=2)C2C=CC=CC=2)C=CC=CC=1.Cl. The catalyst is CO.O. The product is [NH2:1][C:4]1[C:5]2[N:6]([C:20]([N:23]3[CH2:24][CH2:25][O:26][CH2:27][CH2:28]3)=[CH:21][N:22]=2)[CH:7]=[C:8]([C:12]2[CH:17]=[CH:16][C:15]([Cl:18])=[CH:14][C:13]=2[Cl:19])[C:9]=1[C:10]#[N:11]. The yield is 0.870. (5) The reactants are CN1CCCC1=O.Cl[C:9]1[N:10]([CH2:31][C:32]([F:35])([F:34])[F:33])[C:11]2[C:16]([N:17]=1)=[C:15]([N:18]1[CH2:23][CH2:22][O:21][CH2:20][CH2:19]1)[N:14]=[C:13]([C:24]1[CH:25]=[N:26][C:27]([NH2:30])=[N:28][CH:29]=1)[N:12]=2.[CH3:36][C:37]1([CH3:43])[CH2:42][NH:41][CH2:40][CH2:39][NH:38]1. The catalyst is C(Cl)Cl.CO. The product is [CH3:36][C:37]1([CH3:43])[NH:38][CH2:39][CH2:40][N:41]([C:9]2[N:10]([CH2:31][C:32]([F:34])([F:33])[F:35])[C:11]3[C:16]([N:17]=2)=[C:15]([N:18]2[CH2:19][CH2:20][O:21][CH2:22][CH2:23]2)[N:14]=[C:13]([C:24]2[CH:25]=[N:26][C:27]([NH2:30])=[N:28][CH:29]=2)[N:12]=3)[CH2:42]1. The yield is 0.950. (6) The reactants are [F:1][C:2]1[CH:8]=[CH:7][C:5]([NH2:6])=[CH:4][CH:3]=1.[N+:9]([O-:12])([OH:11])=[O:10].[N:13]#[C:14][NH2:15]. The catalyst is CCO. The product is [N+:9]([O-:12])([OH:11])=[O:10].[F:1][C:2]1[CH:8]=[CH:7][C:5]([NH:6][C:14]([NH2:15])=[NH:13])=[CH:4][CH:3]=1. The yield is 0.470. (7) The reactants are [CH3:1][O:2][C:3]1[N:4]=[C:5]2[C:10](=[CH:11][CH:12]=1)[N:9]=[CH:8][CH:7]=[C:6]2[CH2:13][CH2:14][N:15]1[CH2:20][CH2:19][CH2:18][CH:17]([CH2:21][NH2:22])[CH2:16]1.CN(C=O)C.[O:28]=[C:29]1[CH2:34][S:33][C:32]2[CH:35]=[CH:36][C:37]([C:39](O)=[O:40])=[N:38][C:31]=2[NH:30]1.CN(C)CCCN=C=NCC. The catalyst is C(Cl)Cl. The product is [CH3:1][O:2][C:3]1[N:4]=[C:5]2[C:10](=[CH:11][CH:12]=1)[N:9]=[CH:8][CH:7]=[C:6]2[CH2:13][CH2:14][N:15]1[CH2:20][CH2:19][CH2:18][CH:17]([CH2:21][NH:22][C:39]([C:37]2[CH:36]=[CH:35][C:32]3[S:33][CH2:34][C:29](=[O:28])[NH:30][C:31]=3[N:38]=2)=[O:40])[CH2:16]1. The yield is 0.260. (8) The reactants are O1C2C=CC=C[C:4]=2[CH:3]=N1.[OH:10][C:11]1[C:15]2[CH:16]=[CH:17][C:18]([O:20][CH3:21])=[CH:19][C:14]=2[O:13][N:12]=1.C(O)C.C1(P(C2C=CC=CC=2)C2C=CC=CC=2)C=CC=CC=1.CC(OC(/N=N/C(OC(C)C)=O)=O)C. The catalyst is C1COCC1. The product is [CH2:3]([O:10][C:11]1[C:15]2[CH:16]=[CH:17][C:18]([O:20][CH3:21])=[CH:19][C:14]=2[O:13][N:12]=1)[CH3:4]. The yield is 0.440. (9) The reactants are OCCC1C=CC([NH2:8])=CC=1C(F)(F)F.N1C(C)=CC=CC=1C.Cl[C:24]([O:26][CH2:27][C:28]1[CH:33]=[CH:32][CH:31]=[CH:30][CH:29]=1)=[O:25]. The product is [CH2:27]([O:26][C:24](=[O:25])[NH2:8])[C:28]1[CH:33]=[CH:32][CH:31]=[CH:30][CH:29]=1. The yield is 0.640. The catalyst is C(Cl)Cl.